From a dataset of Full USPTO retrosynthesis dataset with 1.9M reactions from patents (1976-2016). Predict the reactants needed to synthesize the given product. (1) Given the product [CH2:1]([O:3][C:4](=[O:17])[C:5]1[CH:13]=[C:12]([N+:14]([O-:16])=[O:15])[CH:11]=[C:7]([C:8]([Cl:21])=[O:9])[CH:6]=1)[CH3:2], predict the reactants needed to synthesize it. The reactants are: [CH2:1]([O:3][C:4](=[O:17])[C:5]1[CH:13]=[C:12]([N+:14]([O-:16])=[O:15])[CH:11]=[C:7]([C:8](O)=[O:9])[CH:6]=1)[CH3:2].C(Cl)(=O)C([Cl:21])=O.CN(C=O)C. (2) Given the product [NH2:12][C:9]1[C:10]([CH3:11])=[C:5]2[C:4]([CH:15]3[CH2:20][CH:19]4[CH2:21][CH2:22][CH:16]3[CH2:17][N:18]4[C:23]([O:25][C:26]([CH3:27])([CH3:28])[CH3:29])=[O:24])=[CH:3][N:2]([CH3:1])[C:6]2=[N:7][CH:8]=1, predict the reactants needed to synthesize it. The reactants are: [CH3:1][N:2]1[C:6]2=[N:7][CH:8]=[C:9]([N+:12]([O-])=O)[C:10]([CH3:11])=[C:5]2[C:4]([C:15]2[CH:16]3[CH2:22][CH2:21][CH:19]([CH:20]=2)[N:18]([C:23]([O:25][C:26]([CH3:29])([CH3:28])[CH3:27])=[O:24])[CH2:17]3)=[CH:3]1.C([O-])=O.[NH4+]. (3) Given the product [CH3:23][CH2:28][CH2:27][CH:26]([C:7]1([CH2:8][CH3:9])[C:6](=[O:5])[N:76]=[C:56]([NH:55][OH:63])[NH:75][C:21]1=[O:20])[CH3:25], predict the reactants needed to synthesize it. The reactants are: C([O:5][CH2:6][CH2:7][CH2:8][CH3:9])(=O)C=C.C(O[Si]([O:20][CH2:21]C)(OCC)OCC)C.[C:23]1([Si](OC)(OC)OC)[CH:28]=[CH:27][CH:26]=[CH:25]C=1.C(OCCC[Si](OC)(OC)OC)(=O)C(C)=C.C([NH:55][C:56](=O)C=C)(C)C.C(O)(=[O:63])C=C.S(OOS([O-])(=O)=O)([O-])(=O)=O.[NH4+:75].[NH4+:76]. (4) Given the product [Br:1][C:2]1[O:6][C:5]([CH:7]=[O:8])=[N:4][C:3]=1[C:9]1[CH:10]=[CH:11][C:12]([C:15]([F:18])([F:17])[F:16])=[CH:13][CH:14]=1, predict the reactants needed to synthesize it. The reactants are: [Br:1][C:2]1[O:6][C:5]([CH2:7][OH:8])=[N:4][C:3]=1[C:9]1[CH:14]=[CH:13][C:12]([C:15]([F:18])([F:17])[F:16])=[CH:11][CH:10]=1.[Cr](Cl)([O-])(=O)=O.[NH+]1C=CC=CC=1.